This data is from Full USPTO retrosynthesis dataset with 1.9M reactions from patents (1976-2016). The task is: Predict the reactants needed to synthesize the given product. (1) Given the product [Cl:1][CH2:2][C:3]([NH:10][C:11]1[CH:12]=[C:13]2[C:18](=[CH:19][CH:20]=1)[C:16](=[O:17])[O:15][CH2:14]2)=[O:4], predict the reactants needed to synthesize it. The reactants are: [Cl:1][CH2:2][C:3](O[C:3](=[O:4])[CH2:2][Cl:1])=[O:4].[NH2:10][C:11]1[CH:12]=[C:13]2[C:18](=[CH:19][CH:20]=1)[C:16](=[O:17])[O:15][CH2:14]2.O. (2) The reactants are: [N-:1]=[N+:2]=[N-:3].[Na+].O=O.[CH3:7][O:8][C:9]1[CH:10]=[C:11]([C:17](=[O:25])[CH:18]=[CH:19][C:20]([O:22][CH2:23][CH3:24])=[O:21])[CH:12]=[CH:13][C:14]=1[O:15][CH3:16].N([O-])=O.[Na+].S(=O)(=O)(O)O. Given the product [CH3:7][O:8][C:9]1[CH:10]=[C:11]([CH:12]=[CH:13][C:14]=1[O:15][CH3:16])[C:17]([C:18]1[NH:3][N:2]=[N:1][C:19]=1[C:20]([O:22][CH2:23][CH3:24])=[O:21])=[O:25], predict the reactants needed to synthesize it. (3) Given the product [CH3:1][O:2][C:3](=[O:16])[CH2:4][CH2:5][C:6]1[S:10][C:9]2[CH:11]=[CH:12][CH:13]=[CH:14][C:8]=2[C:7]=1[Cl:15], predict the reactants needed to synthesize it. The reactants are: [CH3:1][O:2][C:3](=[O:16])/[CH:4]=[CH:5]/[C:6]1[S:10][C:9]2[CH:11]=[CH:12][CH:13]=[CH:14][C:8]=2[C:7]=1[Cl:15]. (4) Given the product [C:10]1([C:2]2[CH:3]([CH2:7][CH:8]=[O:9])[CH2:4][CH2:5][CH:6]=2)[CH:15]=[CH:14][CH:13]=[CH:12][CH:11]=1, predict the reactants needed to synthesize it. The reactants are: Br[C:2]1[CH:3]([CH2:7][CH:8]=[O:9])[CH2:4][CH2:5][CH:6]=1.[C:10]1(B(O)O)[CH:15]=[CH:14][CH:13]=[CH:12][CH:11]=1.C(OCC)C. (5) Given the product [Br:1][C:2]1[CH:7]=[C:6]2[C:5]([CH:11]=[CH:13][NH:8]2)=[CH:4][C:3]=1[F:12], predict the reactants needed to synthesize it. The reactants are: [Br:1][C:2]1[CH:7]=[C:6]([N+:8]([O-])=O)[C:5]([CH3:11])=[CH:4][C:3]=1[F:12].[CH3:13]CN(CC)CC.CN(C=O)C. (6) Given the product [CH3:1][C:2]1([CH3:18])[O:7][C:6]2[CH:8]=[CH:9][C:10]([CH:12]3[O:16][C:15](=[O:17])[N:14]([CH2:22][CH2:23][CH2:24][CH2:25][CH2:26][CH2:27][O:28][CH2:29][CH2:30][OH:31])[CH2:13]3)=[CH:11][C:5]=2[CH2:4][O:3]1, predict the reactants needed to synthesize it. The reactants are: [CH3:1][C:2]1([CH3:18])[O:7][C:6]2[CH:8]=[CH:9][C:10]([C@H:12]3[O:16][C:15](=[O:17])[NH:14][CH2:13]3)=[CH:11][C:5]=2[CH2:4][O:3]1.[H-].[Na+].Br[CH2:22][CH2:23][CH2:24][CH2:25][CH2:26][CH2:27][O:28][CH2:29][CH2:30][OH:31].P([O-])([O-])([O-])=O. (7) Given the product [Cl:2][C:3]1[C:4]([CH3:19])=[C:5]([S:9]([N:12]2[CH2:17][CH2:16][CH2:15][C@H:14]([NH:18][C:30]([CH:25]3[CH2:24][CH2:26][CH2:38][CH2:37]3)=[O:36])[CH2:13]2)(=[O:10])=[O:11])[CH:6]=[CH:7][CH:8]=1, predict the reactants needed to synthesize it. The reactants are: Cl.[Cl:2][C:3]1[C:4]([CH3:19])=[C:5]([S:9]([N:12]2[CH2:17][CH2:16][CH2:15][C@H:14]([NH2:18])[CH2:13]2)(=[O:11])=[O:10])[CH:6]=[CH:7][CH:8]=1.C(N(CC)[CH:24]([CH3:26])[CH3:25])(C)C.[Cl-].[C:30]([OH:36])(C(F)(F)F)=O.[C:37](#N)[CH3:38]. (8) The reactants are: [O:1]1[CH:5]=[C:4]([C:6]2[CH:13]=[CH:12][C:9]([C:10]#[N:11])=[CH:8][CH:7]=2)[N:3]=[CH:2]1.C[Si]([N-][Si](C)(C)C)(C)C.[Na+].[I:24]I.C(=O)(O)[O-].[Na+].S([O-])([O-])=O.[Na+].[Na+]. Given the product [I:24][C:2]1[O:1][CH:5]=[C:4]([C:6]2[CH:7]=[CH:8][C:9]([C:10]#[N:11])=[CH:12][CH:13]=2)[N:3]=1, predict the reactants needed to synthesize it. (9) Given the product [C:12]1([C:11]2[N:29]([CH2:30][CH2:31][C@@H:32]([OH:37])[CH2:33][C@@H:34]([OH:35])[CH2:44][C:45]([O:47][C:48]([CH3:49])([CH3:50])[CH3:51])=[O:46])[C:2]([C:19]3[CH:24]=[CH:23][CH:22]=[CH:21][CH:20]=3)=[C:3]([C:4]3[CH:9]=[CH:8][N:7]=[CH:6][CH:5]=3)[N:10]=2)[CH:17]=[CH:16][CH:15]=[CH:14][CH:13]=1, predict the reactants needed to synthesize it. The reactants are: O=[C:2]([C:19]1[CH:24]=[CH:23][CH:22]=[CH:21][CH:20]=1)[CH:3]([NH:10][C:11](=O)[C:12]1[CH:17]=[CH:16][CH:15]=[CH:14][CH:13]=1)[C:4]1[CH:9]=[CH:8][N:7]=[CH:6][CH:5]=1.C(O)(=O)C.[NH2:29][CH2:30][CH2:31][C@H:32]1[O:37]B(C2C=CC=CC=2)[O:35][C@@H:34]([CH2:44][C:45]([O:47][C:48]([CH3:51])([CH3:50])[CH3:49])=[O:46])[CH2:33]1. (10) Given the product [CH2:25]([NH:32][C:2]1[CH:7]=[CH:6][C:5]([C:8]2[O:9][C:10]3[CH:16]=[CH:15][CH:14]=[CH:13][C:11]=3[N:12]=2)=[CH:4][C:3]=1[N+:17]([O-:19])=[O:18])[C:26]1[CH:31]=[CH:30][CH:29]=[CH:28][CH:27]=1, predict the reactants needed to synthesize it. The reactants are: F[C:2]1[CH:7]=[CH:6][C:5]([C:8]2[O:9][C:10]3[CH:16]=[CH:15][CH:14]=[CH:13][C:11]=3[N:12]=2)=[CH:4][C:3]=1[N+:17]([O-:19])=[O:18].C(=O)([O-])O.[Na+].[CH2:25]([NH2:32])[C:26]1[CH:31]=[CH:30][CH:29]=[CH:28][CH:27]=1.O.